This data is from Full USPTO retrosynthesis dataset with 1.9M reactions from patents (1976-2016). The task is: Predict the reactants needed to synthesize the given product. (1) Given the product [Br:1][C:2]1[CH:3]=[N:4][C:5]2[N:6]([N:8]=[C:9]([C:11]([N:14]3[CH2:15][CH:16]=[C:17]([C:20]4[CH:25]=[CH:24][N:23]=[CH:22][N:21]=4)[CH2:18][CH2:19]3)=[O:13])[CH:10]=2)[CH:7]=1, predict the reactants needed to synthesize it. The reactants are: [Br:1][C:2]1[CH:3]=[N:4][C:5]2[N:6]([N:8]=[C:9]([C:11]([OH:13])=O)[CH:10]=2)[CH:7]=1.[NH:14]1[CH2:19][CH:18]=[C:17]([C:20]2[CH:25]=[CH:24][N:23]=[CH:22][N:21]=2)[CH2:16][CH2:15]1. (2) The reactants are: [CH3:1][S:2][C:3]1[CH:8]=[CH:7][C:6]([NH:9][S:10]([CH3:13])(=[O:12])=[O:11])=[CH:5][CH:4]=1.C([O-])([O-])=O.[K+].[K+].Br[CH2:21][C:22]([O:24][C:25]([CH3:28])([CH3:27])[CH3:26])=[O:23]. Given the product [CH3:1][S:2][C:3]1[CH:4]=[CH:5][C:6]([N:9]([CH2:21][C:22]([O:24][C:25]([CH3:28])([CH3:27])[CH3:26])=[O:23])[S:10]([CH3:13])(=[O:12])=[O:11])=[CH:7][CH:8]=1, predict the reactants needed to synthesize it. (3) Given the product [CH2:1]([C@@H:4]1[C:9](=[O:10])[NH:8][C:7]2[CH:11]=[CH:12][CH:13]=[N:14][C:6]=2[N:5]1[S:21]([C:18]1[CH:19]=[CH:20][C:15]([CH3:25])=[CH:16][CH:17]=1)(=[O:23])=[O:22])[C:2]#[CH:3], predict the reactants needed to synthesize it. The reactants are: [CH2:1]([C@@H:4]1[C:9](=[O:10])[NH:8][C:7]2[CH:11]=[CH:12][CH:13]=[N:14][C:6]=2[NH:5]1)[C:2]#[CH:3].[C:15]1([CH3:25])[CH:20]=[CH:19][C:18]([S:21](Cl)(=[O:23])=[O:22])=[CH:17][CH:16]=1.CCOC(C)=O. (4) Given the product [C:36](=[O:39])([S:38][CH:6]([CH2:16][N:17]1[C:25]([C:26]2[CH:27]=[CH:28][CH:29]=[CH:30][CH:31]=2)=[C:24]2[C:19]([N:20]([CH3:35])[C:21](=[O:34])[N:22]([CH3:33])[C:23]2=[O:32])=[CH:18]1)[CH2:7][O:8][Si:9]([C:12]([CH3:15])([CH3:13])[CH3:14])([CH3:11])[CH3:10])[CH3:37], predict the reactants needed to synthesize it. The reactants are: CS(O[CH:6]([CH2:16][N:17]1[C:25]([C:26]2[CH:31]=[CH:30][CH:29]=[CH:28][CH:27]=2)=[C:24]2[C:19]([N:20]([CH3:35])[C:21](=[O:34])[N:22]([CH3:33])[C:23]2=[O:32])=[CH:18]1)[CH2:7][O:8][Si:9]([C:12]([CH3:15])([CH3:14])[CH3:13])([CH3:11])[CH3:10])(=O)=O.[C:36]([O-:39])(=[S:38])[CH3:37].[K+].